Dataset: Full USPTO retrosynthesis dataset with 1.9M reactions from patents (1976-2016). Task: Predict the reactants needed to synthesize the given product. (1) Given the product [Cl:23][C:24]1[CH:29]=[CH:28][C:27]([O:16][C@H:14]([CH3:15])[CH2:13][CH2:12][O:11][C:8]2[CH:9]=[CH:10][C:5]([CH2:4][C:3]([OH:2])=[O:22])=[CH:6][C:7]=2[CH3:21])=[C:26]([O:31][C:32]2[CH:37]=[CH:36][C:35]([F:38])=[CH:34][CH:33]=2)[CH:25]=1, predict the reactants needed to synthesize it. The reactants are: C[O:2][C:3](=[O:22])[CH2:4][C:5]1[CH:10]=[CH:9][C:8]([O:11][CH2:12][CH2:13][CH:14]([O:16]S(C)(=O)=O)[CH3:15])=[C:7]([CH3:21])[CH:6]=1.[Cl:23][C:24]1[CH:29]=[CH:28][C:27](O)=[C:26]([O:31][C:32]2[CH:37]=[CH:36][C:35]([F:38])=[CH:34][CH:33]=2)[CH:25]=1. (2) Given the product [CH:20]1([NH:27][C:28]2[C:29]3[CH:37]=[C:36]([O:4][CH2:5][CH:6]4[CH2:11][CH2:10][N:9]([CH3:12])[CH2:8][CH2:7]4)[N:35]=[CH:34][C:30]=3[N:31]=[CH:32][N:33]=2)[CH2:21][CH2:22][CH2:23][CH2:24][CH2:25][CH2:26]1, predict the reactants needed to synthesize it. The reactants are: [H-].[Na+].I.[OH:4][CH2:5][CH:6]1[CH2:11][CH2:10][N:9]([CH3:12])[CH2:8][CH2:7]1.CN1CCCC1=O.[CH:20]1([NH:27][C:28]2[C:29]3[CH:37]=[C:36](F)[N:35]=[CH:34][C:30]=3[N:31]=[CH:32][N:33]=2)[CH2:26][CH2:25][CH2:24][CH2:23][CH2:22][CH2:21]1. (3) Given the product [F:32][C:4]1[CH:3]=[C:2]([NH:1][C:46]([C:42]2[C:41](=[O:49])[N:40]([C:37]3[CH:38]=[CH:39][C:34]([F:33])=[CH:35][CH:36]=3)[CH:45]=[CH:44][N:43]=2)=[O:47])[CH:31]=[CH:30][C:5]=1[O:6][C:7]1[CH:12]=[CH:11][N:10]=[C:9]2[CH:13]=[C:14]([C:16]3[CH:17]=[CH:18][C:19]([C:22]([N:24]4[CH2:25][CH2:26][O:27][CH2:28][CH2:29]4)=[O:23])=[CH:20][CH:21]=3)[S:15][C:8]=12, predict the reactants needed to synthesize it. The reactants are: [NH2:1][C:2]1[CH:31]=[CH:30][C:5]([O:6][C:7]2[CH:12]=[CH:11][N:10]=[C:9]3[CH:13]=[C:14]([C:16]4[CH:21]=[CH:20][C:19]([C:22]([N:24]5[CH2:29][CH2:28][O:27][CH2:26][CH2:25]5)=[O:23])=[CH:18][CH:17]=4)[S:15][C:8]=23)=[C:4]([F:32])[CH:3]=1.[F:33][C:34]1[CH:39]=[CH:38][C:37]([N:40]2[CH:45]=[CH:44][N:43]=[C:42]([C:46](O)=[O:47])[C:41]2=[O:49])=[CH:36][CH:35]=1. (4) Given the product [CH3:29][C:19]1[CH:24]=[CH:23][C:22]([S:25]([O:7][CH2:6][C:2]2[O:1][CH:5]=[CH:4][N:3]=2)(=[O:27])=[O:26])=[CH:21][CH:20]=1, predict the reactants needed to synthesize it. The reactants are: [O:1]1[CH:5]=[CH:4][N:3]=[C:2]1[CH2:6][OH:7].[Li]CCCC.CCCCCC.[C:19]1([CH3:29])[CH:24]=[CH:23][C:22]([S:25](Cl)(=[O:27])=[O:26])=[CH:21][CH:20]=1.P([O-])(O)(O)=O.[Na+].